Task: Predict the product of the given reaction.. Dataset: Forward reaction prediction with 1.9M reactions from USPTO patents (1976-2016) (1) Given the reactants [CH3:1][O:2][C:3](=[O:19])[CH:4]([O:16][CH2:17][CH3:18])[CH2:5][C:6]1[C:11]2[S:12][CH:13]=[CH:14][C:10]=2[C:9]([OH:15])=[CH:8][CH:7]=1.[Cl:20][C:21]1[CH:26]=[CH:25][C:24]([C:27]2[O:28][C:29]([CH3:35])=[C:30]([CH2:32][CH2:33]O)[N:31]=2)=[CH:23][CH:22]=1.ClC1C=CC(C=O)=CC=1.C1(P(C2C=CC=CC=2)C2C=CC=CC=2)C=CC=CC=1.N(C(OCC)=O)=NC(OCC)=O, predict the reaction product. The product is: [CH3:1][O:2][C:3](=[O:19])[CH:4]([O:16][CH2:17][CH3:18])[CH2:5][C:6]1[C:11]2[S:12][CH:13]=[CH:14][C:10]=2[C:9]([O:15][CH2:33][CH2:32][C:30]2[N:31]=[C:27]([C:24]3[CH:25]=[CH:26][C:21]([Cl:20])=[CH:22][CH:23]=3)[O:28][C:29]=2[CH3:35])=[CH:8][CH:7]=1. (2) Given the reactants [CH3:1][NH:2][C:3](=[O:17])[O:4][CH2:5][C:6]1[CH:11]=[C:10](/[C:12](/[CH3:15])=[N:13]/[OH:14])[CH:9]=[CH:8][C:7]=1[Cl:16].Br[CH2:19][C:20]1[CH:25]=[CH:24][CH:23]=[C:22]([CH3:26])[N:21]=1.C([O-])([O-])=O.[K+].[K+].O, predict the reaction product. The product is: [CH3:1][NH:2][C:3](=[O:17])[O:4][CH2:5][C:6]1[CH:11]=[C:10](/[C:12](/[CH3:15])=[N:13]/[O:14][CH2:19][C:20]2[CH:25]=[CH:24][CH:23]=[C:22]([CH3:26])[N:21]=2)[CH:9]=[CH:8][C:7]=1[Cl:16]. (3) Given the reactants Br[C:2]1[CH:7]=[CH:6][C:5]([C:8]2[C:9](=[O:23])[O:10][C:11]3[C:16]([CH:17]=2)=[CH:15][CH:14]=[C:13]([N:18]([CH2:21][CH3:22])[CH2:19][CH3:20])[CH:12]=3)=[CH:4][CH:3]=1.[C:24]1([NH:34][C:35]2[CH:40]=[CH:39][CH:38]=[CH:37][CH:36]=2)[C:33]2[C:28](=[CH:29][CH:30]=[CH:31][CH:32]=2)[CH:27]=[CH:26][CH:25]=1.CC([O-])(C)C.[K+].P(C(C)(C)C)(C(C)(C)C)C(C)(C)C.[H][H], predict the reaction product. The product is: [CH2:19]([N:18]([CH2:21][CH3:22])[C:13]1[CH:12]=[C:11]2[C:16]([CH:17]=[C:8]([C:5]3[CH:6]=[CH:7][C:2]([N:34]([C:24]4[C:33]5[C:28](=[CH:29][CH:30]=[CH:31][CH:32]=5)[CH:27]=[CH:26][CH:25]=4)[C:35]4[CH:40]=[CH:39][CH:38]=[CH:37][CH:36]=4)=[CH:3][CH:4]=3)[C:9](=[O:23])[O:10]2)=[CH:15][CH:14]=1)[CH3:20]. (4) Given the reactants Cl[CH2:2][C:3]1[CH:4]=[CH:5][C:6]([NH2:9])=[N:7][CH:8]=1.[NH:10]1[CH2:14][CH2:13][CH2:12][CH2:11]1.C(=O)([O-])[O-].[K+].[K+].C(#N)C, predict the reaction product. The product is: [N:10]1([CH2:2][C:3]2[CH:4]=[CH:5][C:6]([NH2:9])=[N:7][CH:8]=2)[CH2:14][CH2:13][CH2:12][CH2:11]1. (5) Given the reactants C(N=C=NC1CCCCC1)C1C=CC=CC=1.[CH3:17][O:18][CH2:19][C:20]([OH:22])=O.[Cl:23][C:24]1[CH:25]=[C:26]([CH:29]=[C:30]([O:32][C:33]2[C:34]([CH3:45])=[N:35][NH:36][C:37]=2[CH2:38][N:39]2[CH2:44][CH2:43][NH:42][CH2:41][CH2:40]2)[CH:31]=1)[C:27]#[N:28], predict the reaction product. The product is: [Cl:23][C:24]1[CH:25]=[C:26]([CH:29]=[C:30]([O:32][C:33]2[C:34]([CH3:45])=[N:35][NH:36][C:37]=2[CH2:38][N:39]2[CH2:40][CH2:41][N:42]([C:20](=[O:22])[CH2:19][O:18][CH3:17])[CH2:43][CH2:44]2)[CH:31]=1)[C:27]#[N:28]. (6) Given the reactants C([NH:4][C:5]1[C:6]([Br:17])=[C:7]2[C:11](=[CH:12][CH:13]=1)[C:10](=[O:14])[CH:9]([CH2:15][CH3:16])[CH2:8]2)(=O)C.C[O-].[Na+].[CH:21]([C:23]([CH2:25][CH3:26])=[O:24])=[CH2:22], predict the reaction product. The product is: [NH2:4][C:5]1[C:6]([Br:17])=[C:7]2[C:11](=[CH:12][CH:13]=1)[C:10](=[O:14])[C:9]([CH2:15][CH3:16])([CH2:22][CH2:21][C:23](=[O:24])[CH2:25][CH3:26])[CH2:8]2. (7) Given the reactants [CH3:1][C:2]1[CH:10]=[C:9]([N+:11]([O-:13])=[O:12])[CH:8]=[CH:7][C:3]=1[C:4]([OH:6])=[O:5].CI.[C:16]([O-])([O-])=O.[K+].[K+], predict the reaction product. The product is: [CH3:16][O:5][C:4](=[O:6])[C:3]1[CH:7]=[CH:8][C:9]([N+:11]([O-:13])=[O:12])=[CH:10][C:2]=1[CH3:1].